Task: Regression. Given two drug SMILES strings and cell line genomic features, predict the synergy score measuring deviation from expected non-interaction effect.. Dataset: NCI-60 drug combinations with 297,098 pairs across 59 cell lines (1) Drug 1: CC1=C(C=C(C=C1)C(=O)NC2=CC(=CC(=C2)C(F)(F)F)N3C=C(N=C3)C)NC4=NC=CC(=N4)C5=CN=CC=C5. Drug 2: CCC1(C2=C(COC1=O)C(=O)N3CC4=CC5=C(C=CC(=C5CN(C)C)O)N=C4C3=C2)O.Cl. Cell line: SF-268. Synergy scores: CSS=12.2, Synergy_ZIP=-6.70, Synergy_Bliss=-2.15, Synergy_Loewe=-18.6, Synergy_HSA=-6.21. (2) Drug 1: CC1C(C(=O)NC(C(=O)N2CCCC2C(=O)N(CC(=O)N(C(C(=O)O1)C(C)C)C)C)C(C)C)NC(=O)C3=C4C(=C(C=C3)C)OC5=C(C(=O)C(=C(C5=N4)C(=O)NC6C(OC(=O)C(N(C(=O)CN(C(=O)C7CCCN7C(=O)C(NC6=O)C(C)C)C)C)C(C)C)C)N)C. Drug 2: CCCCC(=O)OCC(=O)C1(CC(C2=C(C1)C(=C3C(=C2O)C(=O)C4=C(C3=O)C=CC=C4OC)O)OC5CC(C(C(O5)C)O)NC(=O)C(F)(F)F)O. Cell line: RPMI-8226. Synergy scores: CSS=56.9, Synergy_ZIP=23.1, Synergy_Bliss=20.8, Synergy_Loewe=19.5, Synergy_HSA=18.8. (3) Drug 1: C1CC(=O)NC(=O)C1N2CC3=C(C2=O)C=CC=C3N. Drug 2: C1=CC=C(C(=C1)C(C2=CC=C(C=C2)Cl)C(Cl)Cl)Cl. Cell line: SNB-75. Synergy scores: CSS=8.80, Synergy_ZIP=-2.55, Synergy_Bliss=0.556, Synergy_Loewe=3.18, Synergy_HSA=1.78. (4) Cell line: K-562. Drug 2: CC(C)(C#N)C1=CC(=CC(=C1)CN2C=NC=N2)C(C)(C)C#N. Synergy scores: CSS=46.8, Synergy_ZIP=1.07, Synergy_Bliss=-1.29, Synergy_Loewe=-13.3, Synergy_HSA=-1.37. Drug 1: C1=CC(=CC=C1CCC2=CNC3=C2C(=O)NC(=N3)N)C(=O)NC(CCC(=O)O)C(=O)O. (5) Drug 1: COC1=C(C=C2C(=C1)N=CN=C2NC3=CC(=C(C=C3)F)Cl)OCCCN4CCOCC4. Drug 2: CC1CCC2CC(C(=CC=CC=CC(CC(C(=O)C(C(C(=CC(C(=O)CC(OC(=O)C3CCCCN3C(=O)C(=O)C1(O2)O)C(C)CC4CCC(C(C4)OC)OCCO)C)C)O)OC)C)C)C)OC. Cell line: U251. Synergy scores: CSS=30.0, Synergy_ZIP=-4.41, Synergy_Bliss=-1.19, Synergy_Loewe=3.88, Synergy_HSA=4.81. (6) Drug 1: CN1C(=O)N2C=NC(=C2N=N1)C(=O)N. Drug 2: CC(C)CN1C=NC2=C1C3=CC=CC=C3N=C2N. Cell line: SK-MEL-28. Synergy scores: CSS=-1.28, Synergy_ZIP=0.782, Synergy_Bliss=-1.02, Synergy_Loewe=-3.30, Synergy_HSA=-3.41. (7) Drug 1: CCC1(CC2CC(C3=C(CCN(C2)C1)C4=CC=CC=C4N3)(C5=C(C=C6C(=C5)C78CCN9C7C(C=CC9)(C(C(C8N6C=O)(C(=O)OC)O)OC(=O)C)CC)OC)C(=O)OC)O.OS(=O)(=O)O. Drug 2: CC1C(C(CC(O1)OC2CC(OC(C2O)C)OC3=CC4=CC5=C(C(=O)C(C(C5)C(C(=O)C(C(C)O)O)OC)OC6CC(C(C(O6)C)O)OC7CC(C(C(O7)C)O)OC8CC(C(C(O8)C)O)(C)O)C(=C4C(=C3C)O)O)O)O. Cell line: SF-539. Synergy scores: CSS=46.1, Synergy_ZIP=3.96, Synergy_Bliss=4.99, Synergy_Loewe=-2.74, Synergy_HSA=-1.23. (8) Drug 1: C1CCN(CC1)CCOC2=CC=C(C=C2)C(=O)C3=C(SC4=C3C=CC(=C4)O)C5=CC=C(C=C5)O. Drug 2: C1=CC(=CC=C1C#N)C(C2=CC=C(C=C2)C#N)N3C=NC=N3. Cell line: HOP-62. Synergy scores: CSS=-4.89, Synergy_ZIP=2.21, Synergy_Bliss=-0.130, Synergy_Loewe=-3.42, Synergy_HSA=-5.44.